Dataset: Full USPTO retrosynthesis dataset with 1.9M reactions from patents (1976-2016). Task: Predict the reactants needed to synthesize the given product. Given the product [CH:1]1([N:4]2[C:8]3[C:9]([O:22][C@@H:23]([C@H:25]4[CH2:29][NH:28][C:27](=[O:30])[CH2:26]4)[CH3:24])=[N:10][C:11]([CH:32]4[S:40][C:35]5=[CH:36][N:37]=[CH:38][CH:39]=[C:34]5[CH2:33]4)=[CH:12][C:7]=3[N:6]=[CH:5]2)[CH2:2][CH2:3]1, predict the reactants needed to synthesize it. The reactants are: [CH:1]1([N:4]2[C:8]3[C:9]([O:22][C@@H:23]([C@H:25]4[CH2:29][NH:28][C:27](=[O:30])[CH2:26]4)[CH3:24])=[N:10][C:11](B4OC(C)(C)C(C)(C)O4)=[CH:12][C:7]=3[N:6]=[CH:5]2)[CH2:3][CH2:2]1.Br[C:32]1[S:40][C:35]2=[CH:36][N:37]=[CH:38][CH:39]=[C:34]2[CH:33]=1.C([O-])([O-])=O.[Na+].[Na+].N#N.